Dataset: Forward reaction prediction with 1.9M reactions from USPTO patents (1976-2016). Task: Predict the product of the given reaction. (1) Given the reactants [F:1][CH2:2][C:3]1[CH:4]=[CH:5][C:6]([CH2:9][OH:10])=[N:7][CH:8]=1, predict the reaction product. The product is: [F:1][CH2:2][C:3]1[CH:4]=[CH:5][C:6]([CH:9]=[O:10])=[N:7][CH:8]=1. (2) Given the reactants C1(O[C:8](=[O:16])[NH:9][C:10]2[CH:11]=[N:12][CH:13]=[CH:14][CH:15]=2)C=CC=CC=1.[F:17][C:18]1([F:34])[O:22][C:21]2[CH:23]=[CH:24][C:25]([CH2:27][N:28]3[CH2:33][CH2:32][NH:31][CH2:30][CH2:29]3)=[CH:26][C:20]=2[O:19]1.O, predict the reaction product. The product is: [N:12]1[CH:13]=[CH:14][CH:15]=[C:10]([NH:9][C:8]([N:31]2[CH2:32][CH2:33][N:28]([CH2:27][C:25]3[CH:24]=[CH:23][C:21]4[O:22][C:18]([F:34])([F:17])[O:19][C:20]=4[CH:26]=3)[CH2:29][CH2:30]2)=[O:16])[CH:11]=1. (3) Given the reactants [C:1](Cl)(=[O:11])[C:2]1[CH:10]=[CH:9][C:5]([C:6](Cl)=[O:7])=[CH:4][CH:3]=1.[C:13]([NH:20][CH2:21][CH2:22][CH2:23][CH2:24][NH2:25])([O:15][C:16]([CH3:19])([CH3:18])[CH3:17])=[O:14].CC[N:28]([CH2:31][CH3:32])[CH2:29]C.[OH2:33], predict the reaction product. The product is: [C:16]([O:15][C:13](=[O:14])[NH:20][CH2:21][CH2:22][CH2:23][CH2:24][NH:25][C:1](=[O:11])[C:2]1[CH:10]=[CH:9][C:5]([C:6](=[O:7])[NH:20][CH2:21][CH2:22][CH2:32][CH2:31][NH:28][C:29]([O:15][C:16]([CH3:19])([CH3:18])[CH3:17])=[O:33])=[CH:4][CH:3]=1)([CH3:17])([CH3:18])[CH3:19].